This data is from Full USPTO retrosynthesis dataset with 1.9M reactions from patents (1976-2016). The task is: Predict the reactants needed to synthesize the given product. (1) Given the product [F:1][C:2]1[C:7]([F:8])=[CH:6][CH:5]=[CH:4][C:3]=1[C:9]1[N:45]=[C:12]2[CH:13]=[N:14][N:15]([CH:17]([C:26]3[O:30][N:29]=[C:28]([C:31]4[CH:36]=[CH:35][C:34]([O:37][CH2:38][CH2:39][CH3:40])=[CH:33][C:32]=4[C:41]([F:43])([F:44])[F:42])[CH:27]=3)[C:18]([O:20][CH2:21][CH2:22][C:23]([NH:46][C@H:47]([C:49]([NH:51][C@H:52]([C:60]([OH:62])=[O:61])[CH2:53][C:54]3[CH:55]=[CH:56][CH:57]=[CH:58][CH:59]=3)=[O:50])[CH3:48])=[O:24])=[O:19])[CH:16]=[C:11]2[N:10]=1, predict the reactants needed to synthesize it. The reactants are: [F:1][C:2]1[C:7]([F:8])=[CH:6][CH:5]=[CH:4][C:3]=1[C:9]1[N:45]=[C:12]2[CH:13]=[N:14][N:15]([CH:17]([C:26]3[O:30][N:29]=[C:28]([C:31]4[CH:36]=[CH:35][C:34]([O:37][CH2:38][CH2:39][CH3:40])=[CH:33][C:32]=4[C:41]([F:44])([F:43])[F:42])[CH:27]=3)[C:18]([O:20][CH2:21][CH2:22][C:23](O)=[O:24])=[O:19])[CH:16]=[C:11]2[N:10]=1.[NH2:46][C@H:47]([C:49]([NH:51][C@H:52]([C:60]([O:62]C(C)(C)C)=[O:61])[CH2:53][C:54]1[CH:59]=[CH:58][CH:57]=[CH:56][CH:55]=1)=[O:50])[CH3:48].CN(C(ON1N=NC2C=CC=NC1=2)=[N+](C)C)C.F[P-](F)(F)(F)(F)F.CCN(C(C)C)C(C)C. (2) The reactants are: [Br:1][C:2]1[O:3][C:4]2[CH:10]=[CH:9][C:8]([CH:11]([OH:15])[C:12]([OH:14])=O)=[CH:7][C:5]=2[CH:6]=1.Cl.[Cl:17][C:18]1[CH:23]=[CH:22][C:21]([CH:24]([C:26]2[CH:31]=[CH:30][CH:29]=[CH:28][CH:27]=2)[NH2:25])=[C:20]([CH3:32])[CH:19]=1. Given the product [Br:1][C:2]1[O:3][C:4]2[CH:10]=[CH:9][C:8]([CH:11]([OH:15])[C:12]([NH:25][CH:24]([C:21]3[CH:22]=[CH:23][C:18]([Cl:17])=[CH:19][C:20]=3[CH3:32])[C:26]3[CH:27]=[CH:28][CH:29]=[CH:30][CH:31]=3)=[O:14])=[CH:7][C:5]=2[CH:6]=1, predict the reactants needed to synthesize it. (3) Given the product [Cl:1][C:2]1[CH:9]=[C:8]([S:10]([CH3:13])(=[O:12])=[O:11])[CH:7]=[CH:6][C:3]=1[C:4](=[N:14][OH:15])[NH2:5], predict the reactants needed to synthesize it. The reactants are: [Cl:1][C:2]1[CH:9]=[C:8]([S:10]([CH3:13])(=[O:12])=[O:11])[CH:7]=[CH:6][C:3]=1[C:4]#[N:5].[NH2:14][OH:15]. (4) Given the product [Cl:1][C:2]1[CH:8]=[C:7]([O:9][C:10]2[C:19]3[C:14](=[CH:15][C:16]([O:22][CH3:23])=[C:17]([O:20][CH3:21])[CH:18]=3)[N:13]=[CH:12][N:11]=2)[CH:6]=[CH:5][C:3]=1[NH:4][C:28]([NH:38][CH3:37])=[O:34], predict the reactants needed to synthesize it. The reactants are: [Cl:1][C:2]1[CH:8]=[C:7]([O:9][C:10]2[C:19]3[C:14](=[CH:15][C:16]([O:22][CH3:23])=[C:17]([O:20][CH3:21])[CH:18]=3)[N:13]=[CH:12][N:11]=2)[CH:6]=[CH:5][C:3]=1[NH2:4].ClC(Cl)(O[C:28](=[O:34])OC(Cl)(Cl)Cl)Cl.Cl.[CH3:37][NH2:38].CO. (5) Given the product [Br:1][C:20]1[CH:21]=[N:22][C:15]([N:12]2[CH2:13][CH2:14][O:9][CH2:10][CH2:11]2)=[C:16]([CH:19]=1)[C:17]#[N:18], predict the reactants needed to synthesize it. The reactants are: [Br:1]N1C(=O)CCC1=O.[O:9]1[CH2:14][CH2:13][N:12]([C:15]2[N:22]=[CH:21][CH:20]=[CH:19][C:16]=2[C:17]#[N:18])[CH2:11][CH2:10]1.S([O-])([O-])(=O)=S.[Na+].[Na+]. (6) Given the product [C:6]([C:10]1[CH:11]=[CH:12][C:13]([O:16][CH2:1][C@@H:3]2[CH2:4][O:5]2)=[CH:14][CH:15]=1)([CH3:9])([CH3:7])[CH3:8], predict the reactants needed to synthesize it. The reactants are: [CH2:1]([C@@H:3]1[O:5][CH2:4]1)Cl.[C:6]([C:10]1[CH:15]=[CH:14][C:13]([OH:16])=[CH:12][CH:11]=1)([CH3:9])([CH3:8])[CH3:7].C(=O)([O-])[O-].[K+].[K+].